The task is: Predict the reaction yield, written as a fraction of the theoretical maximum amount of product (1.0 means a 100% yield; for example, 0.34 means a 34% yield).. This data is from Reaction yield outcomes from USPTO patents with 853,638 reactions. (1) The reactants are [Cl:1][C:2](=[CH2:10])[C:3]([CH3:9])([CH3:8])[C:4]([O:6]C)=[O:5].[OH-].[Na+]. The catalyst is O. The product is [Cl:1][C:2](=[CH2:10])[C:3]([CH3:9])([CH3:8])[C:4]([OH:6])=[O:5]. The yield is 0.700. (2) The reactants are [F:1][C:2]([F:15])([F:14])[S:3]([O:6]S(C(F)(F)F)(=O)=O)(=[O:5])=[O:4].[C:16]([O:20][C:21]([NH:23][C@@H:24]([CH2:29][C:30]1[CH:35]=[CH:34][C:33](O)=[CH:32][CH:31]=1)[C:25]([O:27][CH3:28])=[O:26])=[O:22])([CH3:19])([CH3:18])[CH3:17].C(N(CC)CC)C.C([O-])(O)=O.[Na+]. The catalyst is C(Cl)Cl. The product is [CH3:28][O:27][C:25](=[O:26])[C@@H:24]([NH:23][C:21]([O:20][C:16]([CH3:18])([CH3:17])[CH3:19])=[O:22])[CH2:29][C:30]1[CH:35]=[CH:34][C:33]([O:6][S:3]([C:2]([F:15])([F:14])[F:1])(=[O:5])=[O:4])=[CH:32][CH:31]=1. The yield is 0.800. (3) The reactants are [CH3:1][N:2]1[CH:6]=[CH:5][N:4]=[C:3]1[S:7]([N:10]1[CH2:14][CH2:13][CH2:12][C@H:11]1[C:15]([O:17]C)=[O:16])(=[O:9])=[O:8]. The catalyst is Cl.O1CCOCC1. The product is [CH3:1][N:2]1[CH:6]=[CH:5][N:4]=[C:3]1[S:7]([N:10]1[CH2:14][CH2:13][CH2:12][C@H:11]1[C:15]([OH:17])=[O:16])(=[O:8])=[O:9]. The yield is 0.840. (4) The reactants are Cl[C:2]1[CH:3]=[CH:4][C:5]2[O:14][CH2:13][CH2:12][C:11]3[CH:10]=[C:9]([C:15]4[N:16]([C:20]5[CH:25]=[CH:24][C:23]([F:26])=[CH:22][C:21]=5[F:27])[N:17]=[CH:18][N:19]=4)[S:8][C:7]=3[C:6]=2[N:28]=1.[NH:29]1[CH2:35][CH2:34][CH2:33][NH:32][CH2:31][CH2:30]1.CC(C1C=C(C(C)C)C(C2C=CC=CC=2P(C2CCCCC2)C2CCCCC2)=C(C(C)C)C=1)C.C(O[Na])(C)(C)C. The catalyst is C1C=CC(/C=C/C(/C=C/C2C=CC=CC=2)=O)=CC=1.C1C=CC(/C=C/C(/C=C/C2C=CC=CC=2)=O)=CC=1.C1C=CC(/C=C/C(/C=C/C2C=CC=CC=2)=O)=CC=1.[Pd].[Pd].O1CCOCC1. The product is [N:29]1([C:2]2[CH:3]=[CH:4][C:5]3[O:14][CH2:13][CH2:12][C:11]4[CH:10]=[C:9]([C:15]5[N:16]([C:20]6[CH:25]=[CH:24][C:23]([F:26])=[CH:22][C:21]=6[F:27])[N:17]=[CH:18][N:19]=5)[S:8][C:7]=4[C:6]=3[N:28]=2)[CH2:35][CH2:34][CH2:33][NH:32][CH2:31][CH2:30]1. The yield is 0.250.